This data is from Catalyst prediction with 721,799 reactions and 888 catalyst types from USPTO. The task is: Predict which catalyst facilitates the given reaction. (1) Reactant: [F:1][C:2]1[CH:3]=[C:4]([CH:30]=[C:31]([F:37])[C:32]=1[O:33]C(C)C)[CH2:5][N:6]1[C:14]2[CH:13]=[C:12]3[NH:15][C:16]([NH:18][C:19](=[O:26])[C:20]4[CH:25]=[CH:24][CH:23]=[CH:22][CH:21]=4)=[N:17][C:11]3=[CH:10][C:9]=2[C:8]([CH3:28])([CH3:27])[C:7]1=[O:29].B(Br)(Br)Br.Cl. Product: [F:1][C:2]1[CH:3]=[C:4]([CH:30]=[C:31]([F:37])[C:32]=1[OH:33])[CH2:5][N:6]1[C:14]2[CH:13]=[C:12]3[NH:15][C:16]([NH:18][C:19](=[O:26])[C:20]4[CH:21]=[CH:22][CH:23]=[CH:24][CH:25]=4)=[N:17][C:11]3=[CH:10][C:9]=2[C:8]([CH3:27])([CH3:28])[C:7]1=[O:29]. The catalyst class is: 2. (2) Reactant: Cl[C:2]1[NH:6][C:5]2[CH:7]=[C:8]([NH:22][C:23]([C:25]3[CH:30]=[CH:29][CH:28]=[CH:27][C:26]=3[C:31]([F:34])([F:33])[F:32])=[O:24])[CH:9]=[C:10]([C:11]([NH:13][C:14]3[CH:19]=[CH:18][CH:17]=[C:16]([Cl:20])[C:15]=3[CH3:21])=[O:12])[C:4]=2[N:3]=1.Cl.[NH:36]1[CH2:39][CH2:38][CH2:37]1.C(N(CC)C(C)C)(C)C. Product: [N:36]1([C:2]2[NH:6][C:5]3[CH:7]=[C:8]([NH:22][C:23]([C:25]4[CH:30]=[CH:29][CH:28]=[CH:27][C:26]=4[C:31]([F:32])([F:33])[F:34])=[O:24])[CH:9]=[C:10]([C:11]([NH:13][C:14]4[CH:19]=[CH:18][CH:17]=[C:16]([Cl:20])[C:15]=4[CH3:21])=[O:12])[C:4]=3[N:3]=2)[CH2:39][CH2:38][CH2:37]1. The catalyst class is: 14. (3) Reactant: [F:1][C:2]([F:20])([F:19])[C:3]1[CH:8]=[CH:7][C:6]([C@@H:9]2[C:18]3[C:13](=[CH:14][CH:15]=[CH:16][CH:17]=3)[CH2:12][CH2:11][NH:10]2)=[CH:5][CH:4]=1.CCN(C(C)C)C(C)C.[F:30][C:31]1([F:40])[CH2:36][CH2:35][CH:34]([C:37](O)=[O:38])[CH2:33][CH2:32]1.CN(C(ON1N=NC2C=CC=NC1=2)=[N+](C)C)C.F[P-](F)(F)(F)(F)F. Product: [F:30][C:31]1([F:40])[CH2:36][CH2:35][CH:34]([C:37]([N:10]2[CH2:11][CH2:12][C:13]3[C:18](=[CH:17][CH:16]=[CH:15][CH:14]=3)[C@H:9]2[C:6]2[CH:5]=[CH:4][C:3]([C:2]([F:1])([F:19])[F:20])=[CH:8][CH:7]=2)=[O:38])[CH2:33][CH2:32]1. The catalyst class is: 3. (4) Reactant: [NH2:1][C:2]1[C:11]2[N:12]=[C:13]([CH2:29][O:30][CH2:31][CH3:32])[N:14]([CH2:15][CH:16]3[CH2:21][CH2:20][N:19](C(OC(C)(C)C)=O)[CH2:18][CH2:17]3)[C:10]=2[C:9]2[CH:8]=[CH:7][C:6]([C:33]3[CH:38]=[CH:37][CH:36]=[CH:35][CH:34]=3)=[CH:5][C:4]=2[N:3]=1.[OH-].[NH4+]. The catalyst class is: 6. Product: [CH2:31]([O:30][CH2:29][C:13]1[N:14]([CH2:15][CH:16]2[CH2:17][CH2:18][NH:19][CH2:20][CH2:21]2)[C:10]2[C:9]3[CH:8]=[CH:7][C:6]([C:33]4[CH:38]=[CH:37][CH:36]=[CH:35][CH:34]=4)=[CH:5][C:4]=3[N:3]=[C:2]([NH2:1])[C:11]=2[N:12]=1)[CH3:32]. (5) Reactant: [H-].[Na+].[C:3]([O:7][C:8]([N:10]1[CH2:15][CH2:14][NH:13][C:12](=[O:16])[CH2:11]1)=[O:9])([CH3:6])([CH3:5])[CH3:4].Br[CH2:18][CH:19]1[CH2:21][CH2:20]1. Product: [C:3]([O:7][C:8]([N:10]1[CH2:15][CH2:14][N:13]([CH2:18][CH:19]2[CH2:21][CH2:20]2)[C:12](=[O:16])[CH2:11]1)=[O:9])([CH3:6])([CH3:4])[CH3:5]. The catalyst class is: 395. (6) Reactant: [F:1][C:2]1([F:49])[CH2:7][CH2:6][C@H:5]([O:8][C:9]2[C:14]([CH3:15])=[CH:13][C:12]([S:16]([N:19](CC3C=CC(OC)=CC=3OC)[C:20]3[CH:25]=[CH:24][N:23]=[CH:22][N:21]=3)(=[O:18])=[O:17])=[C:11]([F:37])[CH:10]=2)[C@@H:4]([C:38]2[N:42](COCCOC)[N:41]=[CH:40][CH:39]=2)[CH2:3]1.C([SiH](CC)CC)C.FC(F)(F)C(O)=O.Cl. Product: [F:49][C:2]1([F:1])[CH2:7][CH2:6][C@H:5]([O:8][C:9]2[C:14]([CH3:15])=[CH:13][C:12]([S:16]([NH:19][C:20]3[CH:25]=[CH:24][N:23]=[CH:22][N:21]=3)(=[O:18])=[O:17])=[C:11]([F:37])[CH:10]=2)[C@@H:4]([C:38]2[NH:42][N:41]=[CH:40][CH:39]=2)[CH2:3]1. The catalyst class is: 138. (7) Reactant: [CH2:1]([N:5]([CH2:15][CH2:16][CH2:17][CH3:18])[C:6]1[CH:13]=[CH:12][C:9]([CH:10]=[O:11])=[C:8]([OH:14])[CH:7]=1)[CH2:2][CH2:3][CH3:4].N1C=CN=C1.[C:24]([Si:28](Cl)([C:35]1[CH:40]=[CH:39][CH:38]=[CH:37][CH:36]=1)[C:29]1[CH:34]=[CH:33][CH:32]=[CH:31][CH:30]=1)([CH3:27])([CH3:26])[CH3:25].O. Product: [CH2:1]([N:5]([CH2:15][CH2:16][CH2:17][CH3:18])[C:6]1[CH:13]=[CH:12][C:9]([CH:10]=[O:11])=[C:8]([O:14][Si:28]([C:24]([CH3:27])([CH3:26])[CH3:25])([C:35]2[CH:36]=[CH:37][CH:38]=[CH:39][CH:40]=2)[C:29]2[CH:34]=[CH:33][CH:32]=[CH:31][CH:30]=2)[CH:7]=1)[CH2:2][CH2:3][CH3:4]. The catalyst class is: 42. (8) Reactant: CC(OI1(OC(C)=O)(OC(C)=O)OC(=O)C2C=CC=CC1=2)=O.[C:23]([SiH2:27][O:28][C:29]([CH3:40])([CH3:39])[C:30]1[N:35]=[C:34]([CH:36]([OH:38])[CH3:37])[CH:33]=[CH:32][CH:31]=1)([CH3:26])([CH3:25])[CH3:24]. Product: [C:23]([SiH2:27][O:28][C:29]([CH3:40])([CH3:39])[C:30]1[N:35]=[C:34]([C:36](=[O:38])[CH3:37])[CH:33]=[CH:32][CH:31]=1)([CH3:26])([CH3:24])[CH3:25]. The catalyst class is: 2. (9) Reactant: Cl[C:2]1[CH:7]=[C:6]([O:8][C:9]2[CH:14]=[CH:13][C:12]([NH:15][C:16]([NH:18][C:19]3[CH:24]=[CH:23][C:22]([C:25]([CH3:28])([CH3:27])[CH3:26])=[CH:21][CH:20]=3)=[O:17])=[CH:11][CH:10]=2)[N:5]=[CH:4][N:3]=1.[CH2:29]([NH2:36])[C:30]1[CH:35]=[CH:34][CH:33]=[CH:32][CH:31]=1. Product: [CH2:29]([NH:36][C:2]1[CH:7]=[C:6]([O:8][C:9]2[CH:10]=[CH:11][C:12]([NH:15][C:16]([NH:18][C:19]3[CH:24]=[CH:23][C:22]([C:25]([CH3:28])([CH3:26])[CH3:27])=[CH:21][CH:20]=3)=[O:17])=[CH:13][CH:14]=2)[N:5]=[CH:4][N:3]=1)[C:30]1[CH:35]=[CH:34][CH:33]=[CH:32][CH:31]=1. The catalyst class is: 32. (10) Reactant: [CH3:1][O:2][C:3](=[O:22])[C:4]1[CH:9]=[C:8]([N+:10]([O-])=O)[C:7]([NH2:13])=[C:6]([F:14])[C:5]=1[NH:15][C:16]1[CH:21]=[CH:20][CH:19]=[CH:18][CH:17]=1.C([O-])=O.[NH4+]. Product: [CH3:1][O:2][C:3](=[O:22])[C:4]1[CH:9]=[C:8]([NH2:10])[C:7]([NH2:13])=[C:6]([F:14])[C:5]=1[NH:15][C:16]1[CH:17]=[CH:18][CH:19]=[CH:20][CH:21]=1. The catalyst class is: 261.